This data is from Full USPTO retrosynthesis dataset with 1.9M reactions from patents (1976-2016). The task is: Predict the reactants needed to synthesize the given product. Given the product [CH2:1]([O:3][C:4]([N:6]1[C:14]2[C:9](=[CH:10][CH:11]=[C:12]([Cl:15])[CH:13]=2)[C:8]2([CH:16]([C:17]3[CH:22]=[CH:21][CH:20]=[C:19]([Cl:23])[CH:18]=3)[CH2:35][C:34](=[O:36])[NH:33][CH:32]2[C:28]2[CH:29]=[CH:30][CH:31]=[C:26]([F:25])[CH:27]=2)[C:7]1=[O:24])=[O:5])[CH3:2], predict the reactants needed to synthesize it. The reactants are: [CH2:1]([O:3][C:4]([N:6]1[C:14]2[C:9](=[CH:10][CH:11]=[C:12]([Cl:15])[CH:13]=2)/[C:8](=[CH:16]/[C:17]2[CH:22]=[CH:21][CH:20]=[C:19]([Cl:23])[CH:18]=2)/[C:7]1=[O:24])=[O:5])[CH3:2].[F:25][C:26]1[CH:27]=[C:28]([CH:32]=[N:33][C:34]([O:36][Si](C)(C)C)=[CH2:35])[CH:29]=[CH:30][CH:31]=1.